Dataset: Full USPTO retrosynthesis dataset with 1.9M reactions from patents (1976-2016). Task: Predict the reactants needed to synthesize the given product. (1) The reactants are: [N:1]1([C:11]([O:13][C:14]([CH3:17])([CH3:16])[CH3:15])=[O:12])[CH2:6][CH2:5][CH:4]([C:7]([O:9][CH3:10])=[O:8])[CH2:3][CH2:2]1.[Li+].CC([N-]C(C)C)C.[C:26](Cl)(=[O:29])[O:27][CH3:28].[NH4+].[Cl-]. Given the product [N:1]1([C:11]([O:13][C:14]([CH3:17])([CH3:16])[CH3:15])=[O:12])[CH2:2][CH2:3][C:4]([C:26]([O:27][CH3:28])=[O:29])([C:7]([O:9][CH3:10])=[O:8])[CH2:5][CH2:6]1, predict the reactants needed to synthesize it. (2) Given the product [CH:5]([OH:7])=[O:6].[CH3:41][O:40][C:38]1[CH:39]=[C:34]([C:30]2[CH:31]=[C:32]([NH:33][C:5](=[O:7])[CH2:4][CH:3]([CH3:2])[CH2:8][N:9]3[CH2:14][CH2:13][CH2:12][CH2:11][CH2:10]3)[NH:28][N:29]=2)[CH:35]=[N:36][CH:37]=1, predict the reactants needed to synthesize it. The reactants are: Cl.[CH3:2][CH:3]([CH2:8][N:9]1[CH2:14][CH2:13][CH2:12][CH2:11][CH2:10]1)[CH2:4][C:5]([OH:7])=[O:6].C(Cl)(=O)C(Cl)=O.C(OC([N:28]1[C:32]([NH2:33])=[CH:31][C:30]([C:34]2[CH:35]=[N:36][CH:37]=[C:38]([O:40][CH3:41])[CH:39]=2)=[N:29]1)=O)(C)(C)C.Cl. (3) Given the product [ClH:3].[NH:5]1[CH2:12][CH2:11][CH2:10][CH:6]1[C:7]([O:9][CH3:13])=[O:8], predict the reactants needed to synthesize it. The reactants are: S(Cl)([Cl:3])=O.[NH:5]1[CH2:12][CH2:11][CH2:10][C@H:6]1[C:7]([OH:9])=[O:8].[CH3:13]O. (4) Given the product [N:44]([CH2:18][CH:10]1[CH2:9][C:8]([C:5]2[CH:6]=[CH:7][C:2]([Cl:1])=[C:3]([C:21]([F:24])([F:23])[F:22])[CH:4]=2)([CH3:20])[C:13]([C:14]([O:16][CH3:17])=[O:15])=[CH:12][CH2:11]1)=[N+:45]=[N-:46], predict the reactants needed to synthesize it. The reactants are: [Cl:1][C:2]1[CH:7]=[CH:6][C:5]([C:8]2([CH3:20])[C:13]([C:14]([O:16][CH3:17])=[O:15])=[CH:12][CH2:11][CH:10]([CH2:18]O)[CH2:9]2)=[CH:4][C:3]=1[C:21]([F:24])([F:23])[F:22].C1(P(C2C=CC=CC=2)C2C=CC=CC=2)C=CC=CC=1.[NH:44]=[N+:45]=[N-:46].N(C(OCC)=O)=NC(OCC)=O.